This data is from Peptide-MHC class II binding affinity with 134,281 pairs from IEDB. The task is: Regression. Given a peptide amino acid sequence and an MHC pseudo amino acid sequence, predict their binding affinity value. This is MHC class II binding data. (1) The peptide sequence is RSSNFQCQKLLWQLN. The MHC is DRB1_0802 with pseudo-sequence DRB1_0802. The binding affinity (normalized) is 0.435. (2) The peptide sequence is KGNFQRLAITKGKVD. The MHC is DRB5_0101 with pseudo-sequence DRB5_0101. The binding affinity (normalized) is 0.787. (3) The peptide sequence is GLKTRQEKWMTGRMG. The MHC is HLA-DQA10501-DQB10402 with pseudo-sequence HLA-DQA10501-DQB10402. The binding affinity (normalized) is 0. (4) The peptide sequence is NMVVERLGDYLVEQG. The MHC is DRB4_0101 with pseudo-sequence DRB4_0103. The binding affinity (normalized) is 0.580. (5) The peptide sequence is PEQIQLLKKAFDAFD. The MHC is DRB1_0301 with pseudo-sequence DRB1_0301. The binding affinity (normalized) is 0.224. (6) The peptide sequence is IPFVHLGHRDALEDD. The MHC is DRB1_0401 with pseudo-sequence DRB1_0401. The binding affinity (normalized) is 0.109. (7) The peptide sequence is DLPVWLSWQVAKAGL. The MHC is HLA-DQA10201-DQB10301 with pseudo-sequence HLA-DQA10201-DQB10301. The binding affinity (normalized) is 0.458. (8) The peptide sequence is ENKNATWCLEVSVTD. The MHC is DRB1_0101 with pseudo-sequence DRB1_0101. The binding affinity (normalized) is 0.556. (9) The peptide sequence is AALMMAVSLMVGVSI. The MHC is DRB1_0405 with pseudo-sequence DRB1_0405. The binding affinity (normalized) is 0.164. (10) The peptide sequence is CSNLSTCVLGKLSQE. The MHC is DRB1_1501 with pseudo-sequence DRB1_1501. The binding affinity (normalized) is 0.173.